From a dataset of NCI-60 drug combinations with 297,098 pairs across 59 cell lines. Regression. Given two drug SMILES strings and cell line genomic features, predict the synergy score measuring deviation from expected non-interaction effect. (1) Drug 1: CC(C1=C(C=CC(=C1Cl)F)Cl)OC2=C(N=CC(=C2)C3=CN(N=C3)C4CCNCC4)N. Drug 2: CCC1=CC2CC(C3=C(CN(C2)C1)C4=CC=CC=C4N3)(C5=C(C=C6C(=C5)C78CCN9C7C(C=CC9)(C(C(C8N6C)(C(=O)OC)O)OC(=O)C)CC)OC)C(=O)OC.C(C(C(=O)O)O)(C(=O)O)O. Cell line: HL-60(TB). Synergy scores: CSS=83.8, Synergy_ZIP=36.1, Synergy_Bliss=37.4, Synergy_Loewe=21.0, Synergy_HSA=34.4. (2) Drug 1: C1=CC=C(C=C1)NC(=O)CCCCCCC(=O)NO. Drug 2: C1=CC=C(C(=C1)C(C2=CC=C(C=C2)Cl)C(Cl)Cl)Cl. Cell line: HL-60(TB). Synergy scores: CSS=29.8, Synergy_ZIP=6.27, Synergy_Bliss=6.35, Synergy_Loewe=-32.5, Synergy_HSA=-2.36. (3) Drug 1: C(CC(=O)O)C(=O)CN.Cl. Drug 2: C1=NNC2=C1C(=O)NC=N2. Cell line: MDA-MB-435. Synergy scores: CSS=8.02, Synergy_ZIP=-1.64, Synergy_Bliss=0.779, Synergy_Loewe=3.76, Synergy_HSA=0.486. (4) Drug 1: CS(=O)(=O)CCNCC1=CC=C(O1)C2=CC3=C(C=C2)N=CN=C3NC4=CC(=C(C=C4)OCC5=CC(=CC=C5)F)Cl. Cell line: MOLT-4. Synergy scores: CSS=2.39, Synergy_ZIP=2.10, Synergy_Bliss=6.24, Synergy_Loewe=1.27, Synergy_HSA=1.28. Drug 2: CN(C(=O)NC(C=O)C(C(C(CO)O)O)O)N=O. (5) Drug 1: C1=NC2=C(N=C(N=C2N1C3C(C(C(O3)CO)O)O)F)N. Drug 2: COC1=C2C(=CC3=C1OC=C3)C=CC(=O)O2. Cell line: K-562. Synergy scores: CSS=15.2, Synergy_ZIP=-1.79, Synergy_Bliss=-0.993, Synergy_Loewe=-2.52, Synergy_HSA=2.25. (6) Cell line: LOX IMVI. Synergy scores: CSS=17.8, Synergy_ZIP=-10.7, Synergy_Bliss=-9.62, Synergy_Loewe=-8.52, Synergy_HSA=-8.39. Drug 1: C1CCC(C1)C(CC#N)N2C=C(C=N2)C3=C4C=CNC4=NC=N3. Drug 2: CCN(CC)CCCC(C)NC1=C2C=C(C=CC2=NC3=C1C=CC(=C3)Cl)OC. (7) Drug 1: CC(C1=C(C=CC(=C1Cl)F)Cl)OC2=C(N=CC(=C2)C3=CN(N=C3)C4CCNCC4)N. Cell line: NCI-H226. Drug 2: C1CCN(CC1)CCOC2=CC=C(C=C2)C(=O)C3=C(SC4=C3C=CC(=C4)O)C5=CC=C(C=C5)O. Synergy scores: CSS=13.0, Synergy_ZIP=8.22, Synergy_Bliss=14.3, Synergy_Loewe=7.62, Synergy_HSA=10.4.